From a dataset of Forward reaction prediction with 1.9M reactions from USPTO patents (1976-2016). Predict the product of the given reaction. (1) Given the reactants [CH2:1]([N:5]1[CH2:10][CH2:9][NH:8][CH2:7][CH2:6]1)[CH2:2][CH2:3][CH3:4].Br[CH2:12][CH2:13][CH2:14][C:15]#[N:16].C(=O)([O-])[O-].[K+].[K+].O, predict the reaction product. The product is: [CH2:1]([N:5]1[CH2:10][CH2:9][N:8]([CH2:12][CH2:13][CH2:14][C:15]#[N:16])[CH2:7][CH2:6]1)[CH2:2][CH2:3][CH3:4]. (2) Given the reactants [OH:1][C@@H:2]([CH3:27])[CH2:3][NH:4][C:5](=O)[C:6]1[CH:11]=[C:10]([S:12](=[O:15])(=[O:14])[NH2:13])[CH:9]=[CH:8][C:7]=1[O:16][C:17]1[CH:22]=[CH:21][C:20]([S:23][CH3:24])=[C:19]([CH3:25])[CH:18]=1.Cl.C([O-])([O-])=O.[K+].[K+], predict the reaction product. The product is: [OH:1][C@@H:2]([CH3:27])[CH2:3][NH:4][CH2:5][C:6]1[CH:11]=[C:10]([S:12]([NH2:13])(=[O:15])=[O:14])[CH:9]=[CH:8][C:7]=1[O:16][C:17]1[CH:22]=[CH:21][C:20]([S:23][CH3:24])=[C:19]([CH3:25])[CH:18]=1. (3) Given the reactants [CH2:1]([O:3][C:4]([C:6]1[NH:7][C:8]2[C:13]([CH:14]=1)=[CH:12][CH:11]=[C:10]([O:15][CH2:16][C:17]1[CH:22]=[CH:21][CH:20]=[CH:19][CH:18]=1)[CH:9]=2)=[O:5])[CH3:2].[H-].[Na+].[CH3:25][O:26][CH2:27]Cl.O, predict the reaction product. The product is: [CH2:1]([O:3][C:4]([C:6]1[N:7]([CH2:25][O:26][CH3:27])[C:8]2[C:13]([CH:14]=1)=[CH:12][CH:11]=[C:10]([O:15][CH2:16][C:17]1[CH:22]=[CH:21][CH:20]=[CH:19][CH:18]=1)[CH:9]=2)=[O:5])[CH3:2]. (4) Given the reactants I[C:2]1[CH:7]=[CH:6][C:5]([CH2:8][N:9]2[C:14]3[N:15]=[CH:16][CH:17]=[CH:18][C:13]=3[C:12]3=[N:19][N:20]([CH:23]4[CH2:28][CH2:27][CH2:26][O:25][CH2:24]4)[C:21](=[O:22])[C:11]3=[N:10]2)=[CH:4][CH:3]=1.[CH3:29][C:30]1[CH:35]=[CH:34][C:33](B(O)O)=[CH:32][N:31]=1.C(=O)([O-])[O-].[Cs+].[Cs+].C(=O)(O)[O-].[Na+], predict the reaction product. The product is: [CH3:29][C:30]1[N:31]=[CH:32][C:33]([C:2]2[CH:7]=[CH:6][C:5]([CH2:8][N:9]3[C:14]4[N:15]=[CH:16][CH:17]=[CH:18][C:13]=4[C:12]4=[N:19][N:20]([CH:23]5[CH2:28][CH2:27][CH2:26][O:25][CH2:24]5)[C:21](=[O:22])[C:11]4=[N:10]3)=[CH:4][CH:3]=2)=[CH:34][CH:35]=1. (5) Given the reactants [S:1](Cl)([N:4]=C=O)(=[O:3])=[O:2].[CH2:8]1[C:16]2[C:11](=[CH:12][C:13]([NH2:17])=[CH:14][CH:15]=2)[CH2:10][CH2:9]1.[Cl-].[Al+3].[Cl-].[Cl-], predict the reaction product. The product is: [NH2:17][C:13]1[CH:12]=[C:11]2[C:16]([CH2:8][CH2:9][CH2:10]2)=[CH:15][C:14]=1[S:1]([NH2:4])(=[O:2])=[O:3].[NH2:17][C:13]1[CH:14]=[CH:15][C:16]2[CH2:8][CH2:9][CH2:10][C:11]=2[C:12]=1[S:1]([NH2:4])(=[O:2])=[O:3]. (6) The product is: [CH2:23]([O:22][C:20](=[O:21])[CH2:19][CH2:18][CH2:17][N:8]([CH2:1][C:2]1[CH:7]=[CH:6][CH:5]=[CH:4][CH:3]=1)[CH2:9][C:10]1[CH:15]=[CH:14][CH:13]=[CH:12][CH:11]=1)[CH3:24]. Given the reactants [CH2:1]([NH:8][CH2:9][C:10]1[CH:15]=[CH:14][CH:13]=[CH:12][CH:11]=1)[C:2]1[CH:7]=[CH:6][CH:5]=[CH:4][CH:3]=1.Br[CH2:17][CH2:18][CH2:19][C:20]([O:22][CH2:23][CH3:24])=[O:21].C(=O)([O-])[O-].[K+].[K+].[I-].[K+], predict the reaction product. (7) Given the reactants [C:1]([O:5][C:6](=[O:32])[NH:7][CH:8]1[CH2:13][CH2:12][CH:11]([CH2:14][N:15]2[C:19]3=[N:20][C:21](SC)=[N:22][CH:23]=[C:18]3[C:17]([C:26]3[CH:31]=[CH:30][CH:29]=[CH:28][CH:27]=3)=[N:16]2)[CH2:10][CH2:9]1)([CH3:4])([CH3:3])[CH3:2].ClC1C=C(C=CC=1)C(OO)=O.[CH2:44]([NH2:46])C, predict the reaction product. The product is: [CH3:44][NH:46][C:21]1[N:20]=[C:19]2[N:15]([CH2:14][CH:11]3[CH2:12][CH2:13][CH:8]([NH:7][C:6](=[O:32])[O:5][C:1]([CH3:4])([CH3:3])[CH3:2])[CH2:9][CH2:10]3)[N:16]=[C:17]([C:26]3[CH:31]=[CH:30][CH:29]=[CH:28][CH:27]=3)[C:18]2=[CH:23][N:22]=1.